Predict the reactants needed to synthesize the given product. From a dataset of Full USPTO retrosynthesis dataset with 1.9M reactions from patents (1976-2016). (1) The reactants are: [NH2:1][C:2]1[CH:7]=[CH:6][C:5]([S:8]([N:11]([C:13]2[CH:32]=[CH:31][C:16]3[N:17]([CH2:24][CH:25]4[CH2:30][CH2:29][O:28][CH2:27][CH2:26]4)[C:18]([C:20]([CH3:23])([CH3:22])[CH3:21])=[N:19][C:15]=3[CH:14]=2)[CH3:12])(=[O:10])=[O:9])=[CH:4][CH:3]=1.C([O:36][CH2:37][C:38](Cl)=[O:39])(=O)C. Given the product [C:20]([C:18]1[N:17]([CH2:24][CH:25]2[CH2:26][CH2:27][O:28][CH2:29][CH2:30]2)[C:16]2[CH:31]=[CH:32][C:13]([N:11]([CH3:12])[S:8]([C:5]3[CH:6]=[CH:7][C:2]([NH:1][C:37](=[O:36])[CH2:38][OH:39])=[CH:3][CH:4]=3)(=[O:10])=[O:9])=[CH:14][C:15]=2[N:19]=1)([CH3:23])([CH3:21])[CH3:22], predict the reactants needed to synthesize it. (2) The reactants are: [CH:1]1([C:4](=O)[CH2:5][C:6]([CH:8]2[CH2:10][CH2:9]2)=O)[CH2:3][CH2:2]1.O.[NH2:13][NH2:14].O.CCOC(C)=O. Given the product [CH:1]1([C:4]2[CH:5]=[C:6]([CH:8]3[CH2:10][CH2:9]3)[NH:14][N:13]=2)[CH2:3][CH2:2]1, predict the reactants needed to synthesize it. (3) Given the product [CH:10]([C@@H:19]1[CH2:20][CH2:21][C@@H:42]([CH3:43])[CH2:17][C@H:18]1[O:23][C:22]([C@@H:21]1[CH2:20][C:19]2[CH:18]=[C:17]3[C:12]([O:13][C@@H:14]([C:26]4[CH:31]=[CH:30][C:29]([O:32][CH2:33][C:34]5[CH:39]=[CH:38][C:37]([Cl:40])=[C:36]([Cl:41])[CH:35]=5)=[CH:28][CH:27]=4)[C:15](=[O:25])[NH:16]3)=[CH:11][C:10]=2[CH2:9][N:8]1[C:6]([O:5][C:1]([CH3:4])([CH3:2])[CH3:3])=[O:7])=[O:24])([CH3:11])[CH3:9], predict the reactants needed to synthesize it. The reactants are: [C:1]([O:5][C:6]([N:8]1[CH:21]([C:22]([OH:24])=[O:23])[CH2:20][C:19]2[CH:18]=[C:17]3[C:12]([O:13][C@@H:14]([C:26]4[CH:31]=[CH:30][C:29]([O:32][CH2:33][C:34]5[CH:39]=[CH:38][C:37]([Cl:40])=[C:36]([Cl:41])[CH:35]=5)=[CH:28][CH:27]=4)[C:15](=[O:25])[NH:16]3)=[CH:11][C:10]=2[CH2:9]1)=[O:7])([CH3:4])([CH3:3])[CH3:2].[CH2:42](Cl)[CH2:43]Cl. (4) Given the product [C:17]([N:1]1[CH2:5][CH:4]=[CH:3][CH2:2]1)([O:16][C:12]([CH3:15])([CH3:14])[CH3:13])=[O:18], predict the reactants needed to synthesize it. The reactants are: [NH:1]1[CH2:5][CH:4]=[CH:3][CH2:2]1.C1COCC1.O.[C:12]([O:16][C:17](O[C:17]([O:16][C:12]([CH3:15])([CH3:14])[CH3:13])=[O:18])=[O:18])([CH3:15])([CH3:14])[CH3:13]. (5) Given the product [I:22][C:14]1[C:13]2[C:17](=[CH:18][CH:19]=[C:11]([C:9]3[CH:8]=[N:7][CH:6]=[C:5]([O:4][CH:1]([CH3:3])[CH3:2])[N:10]=3)[CH:12]=2)[NH:16][CH:15]=1, predict the reactants needed to synthesize it. The reactants are: [CH:1]([O:4][C:5]1[N:10]=[C:9]([C:11]2[CH:12]=[C:13]3[C:17](=[CH:18][CH:19]=2)[NH:16][CH:15]=[CH:14]3)[CH:8]=[N:7][CH:6]=1)([CH3:3])[CH3:2].[OH-].[K+].[I:22]I. (6) Given the product [Br:1][C:2]1[C:3]([NH:9][C:10]2[CH:15]=[CH:14][CH:13]=[CH:12][C:11]=2[NH:16][S:17]([CH3:20])(=[O:19])=[O:18])=[N:4][C:5]([NH:25][C:24]2[CH:26]=[C:27]([O:32][CH3:33])[C:28]([O:30][CH3:31])=[CH:29][C:23]=2[O:22][CH3:21])=[N:6][CH:7]=1, predict the reactants needed to synthesize it. The reactants are: [Br:1][C:2]1[C:3]([NH:9][C:10]2[CH:15]=[CH:14][CH:13]=[CH:12][C:11]=2[NH:16][S:17]([CH3:20])(=[O:19])=[O:18])=[N:4][C:5](Cl)=[N:6][CH:7]=1.[CH3:21][O:22][C:23]1[CH:29]=[C:28]([O:30][CH3:31])[C:27]([O:32][CH3:33])=[CH:26][C:24]=1[NH2:25].